From a dataset of Reaction yield outcomes from USPTO patents with 853,638 reactions. Predict the reaction yield, written as a fraction of the theoretical maximum amount of product (1.0 means a 100% yield; for example, 0.34 means a 34% yield). (1) The reactants are Cl[CH2:2][C:3]1[NH:8][C:7]([S:9][CH3:10])=[N:6][C:5](=[O:11])[CH:4]=1.[NH:12]1[CH2:17][CH2:16][O:15][CH2:14][CH2:13]1. The catalyst is O1CCCC1.C(Cl)(Cl)Cl. The product is [CH3:10][S:9][C:7]1[NH:8][C:3]([CH2:2][N:12]2[CH2:17][CH2:16][O:15][CH2:14][CH2:13]2)=[CH:4][C:5](=[O:11])[N:6]=1. The yield is 0.220. (2) The reactants are [NH2:1][C:2]1[CH:7]=[CH:6][C:5](I)=[CH:4][N:3]=1.[SH:9][C:10]1[CH:11]=[C:12]([CH:16]=[CH:17][CH:18]=1)[C:13]([OH:15])=[O:14].CN(C)CC(O)=O.[O-]P([O-])([O-])=O.[K+].[K+].[K+]. The catalyst is CN(C)C=O.[Cu]I.O. The product is [NH2:1][C:2]1[N:3]=[CH:4][C:5]([S:9][C:10]2[CH:11]=[C:12]([CH:16]=[CH:17][CH:18]=2)[C:13]([OH:15])=[O:14])=[CH:6][CH:7]=1. The yield is 0.340. (3) The reactants are Cl.[CH2:2]([N:9]([CH2:23][CH2:24][CH2:25][NH:26][S:27]([C:30]1[CH:35]=[CH:34][CH:33]=[CH:32][CH:31]=1)(=[O:29])=[O:28])[CH2:10][CH2:11][CH2:12][NH:13][S:14]([C:17]1[CH:22]=[CH:21][CH:20]=[CH:19][CH:18]=1)(=[O:16])=[O:15])[C:3]1[CH:8]=[CH:7][CH:6]=[CH:5][CH:4]=1.[OH-].[Na+].[Na+].[Cl-]. The catalyst is C(Cl)Cl. The product is [CH2:2]([N:9]([CH2:10][CH2:11][CH2:12][NH:13][S:14]([C:17]1[CH:18]=[CH:19][CH:20]=[CH:21][CH:22]=1)(=[O:15])=[O:16])[CH2:23][CH2:24][CH2:25][NH:26][S:27]([C:30]1[CH:35]=[CH:34][CH:33]=[CH:32][CH:31]=1)(=[O:29])=[O:28])[C:3]1[CH:8]=[CH:7][CH:6]=[CH:5][CH:4]=1. The yield is 0.980. (4) The reactants are [C:1]([C:3]1[C:11]2[CH:10]=[N:9][CH:8]=[N:7][C:6]=2[NH:5][CH:4]=1)#[CH:2]. The catalyst is C(O)C.[OH-].[Pd+2].[OH-]. The product is [CH2:1]([C:3]1[C:11]2[CH:10]=[N:9][CH:8]=[N:7][C:6]=2[NH:5][CH:4]=1)[CH3:2]. The yield is 0.860. (5) The reactants are Cl[C:2]1[NH:10][C:9]2[C:4](=[N:5][CH:6]=[CH:7][CH:8]=2)[C:3]=1[C:11]#[N:12].[CH3:13][O:14][C:15]([C@@H:17]1[CH2:21][CH2:20][CH2:19][NH:18]1)=[O:16]. No catalyst specified. The product is [CH3:13][O:14][C:15]([C@@H:17]1[CH2:21][CH2:20][CH2:19][N:18]1[C:2]1[NH:10][C:9]2[C:4](=[N:5][CH:6]=[CH:7][CH:8]=2)[C:3]=1[C:11]#[N:12])=[O:16]. The yield is 0.130.